From a dataset of Kir2.1 potassium channel HTS with 301,493 compounds. Binary Classification. Given a drug SMILES string, predict its activity (active/inactive) in a high-throughput screening assay against a specified biological target. (1) The molecule is Clc1c(c2c3c(n(CC(=O)NCC4OCCC4)c(=O)c2)CCC3)cccc1. The result is 0 (inactive). (2) The drug is S(=O)(=O)(Nc1ccc(C(=O)N2CCN(CC2)C(=O)C)cc1)c1c(ccc(c1)C)C. The result is 0 (inactive).